Dataset: Peptide-MHC class I binding affinity with 185,985 pairs from IEDB/IMGT. Task: Regression. Given a peptide amino acid sequence and an MHC pseudo amino acid sequence, predict their binding affinity value. This is MHC class I binding data. (1) The peptide sequence is AVINTTCNYGQ. The MHC is HLA-A02:03 with pseudo-sequence HLA-A02:03. The binding affinity (normalized) is 0.0861. (2) The peptide sequence is GDILGKYVD. The MHC is Mamu-B03 with pseudo-sequence Mamu-B03. The binding affinity (normalized) is 0. (3) The peptide sequence is KSLAVEPRF. The binding affinity (normalized) is 0.905. The MHC is HLA-B58:01 with pseudo-sequence HLA-B58:01. (4) The peptide sequence is MQDVFTFYV. The binding affinity (normalized) is 0.0847. The MHC is HLA-B57:01 with pseudo-sequence HLA-B57:01. (5) The peptide sequence is IALLIIPPK. The MHC is HLA-A31:01 with pseudo-sequence HLA-A31:01. The binding affinity (normalized) is 0.262. (6) The peptide sequence is TPGPGTRYPL. The MHC is HLA-B44:03 with pseudo-sequence HLA-B44:03. The binding affinity (normalized) is 0.